This data is from Full USPTO retrosynthesis dataset with 1.9M reactions from patents (1976-2016). The task is: Predict the reactants needed to synthesize the given product. Given the product [C:22]([O:26][C:27]([N:29]1[CH2:38][CH2:37][C:36]2[C:31](=[CH:32][C:33]([CH2:39][CH2:40][N:12]3[CH:13]=[CH:14][C:9]([O:8][CH2:1][C:2]4[CH:3]=[CH:4][CH:5]=[CH:6][CH:7]=4)=[CH:10][C:11]3=[O:15])=[CH:34][CH:35]=2)[CH2:30]1)=[O:28])([CH3:25])([CH3:24])[CH3:23], predict the reactants needed to synthesize it. The reactants are: [CH2:1]([O:8][C:9]1[CH:14]=[CH:13][NH:12][C:11](=[O:15])[CH:10]=1)[C:2]1[CH:7]=[CH:6][CH:5]=[CH:4][CH:3]=1.C(=O)([O-])[O-].[Cs+].[Cs+].[C:22]([O:26][C:27]([N:29]1[CH2:38][CH2:37][C:36]2[C:31](=[CH:32][C:33]([CH2:39][CH2:40]OS(C3C=CC(C)=CC=3)(=O)=O)=[CH:34][CH:35]=2)[CH2:30]1)=[O:28])([CH3:25])([CH3:24])[CH3:23].